Dataset: Full USPTO retrosynthesis dataset with 1.9M reactions from patents (1976-2016). Task: Predict the reactants needed to synthesize the given product. (1) Given the product [CH:30]1([CH2:33][O:34][CH2:35][C:36]([N:14]([CH:13]2[CH:9]([C:4]3[CH:5]=[CH:6][C:7]([Cl:8])=[C:2]([Cl:1])[CH:3]=3)[CH2:10][N:11]([C:16]([CH:18]3[CH2:19][CH2:20][N:21]([C:24]([C:26]4([CH3:29])[CH2:28][CH2:27]4)=[O:25])[CH2:22][CH2:23]3)=[O:17])[CH2:12]2)[CH3:15])=[O:38])[CH2:31][CH2:32]1, predict the reactants needed to synthesize it. The reactants are: [Cl:1][C:2]1[CH:3]=[C:4]([CH:9]2[CH:13]([NH:14][CH3:15])[CH2:12][N:11]([C:16]([CH:18]3[CH2:23][CH2:22][N:21]([C:24]([C:26]4([CH3:29])[CH2:28][CH2:27]4)=[O:25])[CH2:20][CH2:19]3)=[O:17])[CH2:10]2)[CH:5]=[CH:6][C:7]=1[Cl:8].[CH:30]1([CH2:33][O:34][CH2:35][C:36]([OH:38])=O)[CH2:32][CH2:31]1. (2) Given the product [Br:1][C:2]1[CH:7]=[CH:6][C:5]([S:8][CH:16]([CH3:18])[CH3:17])=[CH:4][CH:3]=1, predict the reactants needed to synthesize it. The reactants are: [Br:1][C:2]1[CH:7]=[CH:6][C:5]([SH:8])=[CH:4][CH:3]=1.C(=O)([O-])[O-].[K+].[K+].Br[CH:16]([CH3:18])[CH3:17]. (3) The reactants are: [NH:1]1[CH:5]=[CH:4][N:3]=[CH:2]1.N1CCC[C@@H]1C(O)=O.C(=O)([O-])[O-].[K+].[K+].[CH2:20]([O:27][C:28]1[CH:37]=[C:36](I)[CH:35]=[CH:34][C:29]=1[C:30]([O:32][CH3:33])=[O:31])[C:21]1[CH:26]=[CH:25][CH:24]=[CH:23][CH:22]=1. Given the product [CH2:20]([O:27][C:28]1[CH:37]=[C:36]([N:1]2[CH:5]=[CH:4][N:3]=[CH:2]2)[CH:35]=[CH:34][C:29]=1[C:30]([O:32][CH3:33])=[O:31])[C:21]1[CH:22]=[CH:23][CH:24]=[CH:25][CH:26]=1, predict the reactants needed to synthesize it. (4) Given the product [Br:1][C:2]1[CH:3]=[CH:4][C:5]([N:8]2[CH2:12][CH2:11][CH:10]([NH:13][CH3:14])[CH2:9]2)=[N:6][CH:7]=1, predict the reactants needed to synthesize it. The reactants are: [Br:1][C:2]1[CH:3]=[CH:4][C:5]([N:8]2[CH2:12][CH2:11][CH:10]([N:13](C)[CH3:14])[CH2:9]2)=[N:6][CH:7]=1.CS(OC1CCN(C2C=CC(Br)=CN=2)C1)(=O)=O.CN.CCN(C(C)C)C(C)C. (5) Given the product [CH3:28][C:26]1[CH:25]=[CH:24][C:20]2[O:21][CH2:22][CH2:23][C:15]3[C:16](=[N:17][O:18][C:14]=3[NH:1][C:2]3[CH:3]=[N:4][CH:5]=[CH:6][CH:7]=3)[C:19]=2[CH:27]=1, predict the reactants needed to synthesize it. The reactants are: [NH2:1][C:2]1[CH:3]=[N:4][CH:5]=[CH:6][CH:7]=1.C([Li])CCC.Cl[C:14]1[O:18][N:17]=[C:16]2[C:19]3[CH:27]=[C:26]([CH3:28])[CH:25]=[CH:24][C:20]=3[O:21][CH2:22][CH2:23][C:15]=12. (6) The reactants are: CI.[C:3]1([C:9]2([C:12]([OH:14])=[O:13])[CH2:11][CH2:10]2)[CH:8]=[CH:7][CH:6]=[CH:5][CH:4]=1.[C:15](=O)([O-])[O-].[K+].[K+]. Given the product [C:3]1([C:9]2([C:12]([O:14][CH3:15])=[O:13])[CH2:11][CH2:10]2)[CH:8]=[CH:7][CH:6]=[CH:5][CH:4]=1, predict the reactants needed to synthesize it. (7) Given the product [N+:1]([C:4]1[CH:12]=[C:11]([C:13]([F:14])([F:15])[F:16])[CH:10]=[CH:9][C:5]=1[C:6]([O:8][CH3:22])=[O:7])([O-:3])=[O:2], predict the reactants needed to synthesize it. The reactants are: [N+:1]([C:4]1[CH:12]=[C:11]([C:13]([F:16])([F:15])[F:14])[CH:10]=[CH:9][C:5]=1[C:6]([OH:8])=[O:7])([O-:3])=[O:2].OS(O)(=O)=O.[CH3:22]O. (8) Given the product [CH2:1]([C:4]1[CH:9]=[CH:8][N:7]=[C:6]([C:15]#[N:16])[CH:5]=1)[CH2:2][CH3:3], predict the reactants needed to synthesize it. The reactants are: [CH2:1]([C:4]1[CH:9]=[CH:8][N+:7]([O-])=[CH:6][CH:5]=1)[CH2:2][CH3:3].[Si]([C:15]#[N:16])(C)(C)C.N(C(Cl)=O)(C)C. (9) Given the product [OH:4][C@@H:3]([CH2:5][OH:6])[CH2:2][N:29]1[CH2:30][CH2:31][C:26]2=[N:25][N:24]([C:21]3[S:20][C:19]([C:16]4[CH:17]=[CH:18][C:11]([O:10][CH:8]([CH3:9])[CH3:7])=[C:12]([CH:15]=4)[C:13]#[N:14])=[N:23][N:22]=3)[C:32]([CH3:33])=[C:27]2[CH2:28]1, predict the reactants needed to synthesize it. The reactants are: O=[CH:2][C@H:3]([CH2:5][OH:6])[OH:4].[CH3:7][CH:8]([O:10][C:11]1[CH:18]=[CH:17][C:16]([C:19]2[S:20][C:21]([N:24]3[C:32]([CH3:33])=[C:27]4[CH2:28][NH:29][CH2:30][CH2:31][C:26]4=[N:25]3)=[N:22][N:23]=2)=[CH:15][C:12]=1[C:13]#[N:14])[CH3:9].C(O[BH-](OC(=O)C)OC(=O)C)(=O)C.[Na+].C([O-])(O)=O.[Na+].